From a dataset of Reaction yield outcomes from USPTO patents with 853,638 reactions. Predict the reaction yield, written as a fraction of the theoretical maximum amount of product (1.0 means a 100% yield; for example, 0.34 means a 34% yield). The reactants are P(C)(C)C.[N:5]([CH2:8][C:9]1[N:10]=[N:11][C:12]([C:15]2[C:20]([F:21])=[CH:19][CH:18]=[CH:17][C:16]=2[F:22])=[CH:13][CH:14]=1)=[N+]=[N-].[N:23]([C:26]1[CH:27]=[N:28][CH:29]=[CH:30][C:31]=1[N:32]1[CH:37]([CH3:38])[CH2:36][CH2:35][CH:34]([NH:39][C:40](=[O:46])[O:41][C:42]([CH3:45])([CH3:44])[CH3:43])[CH2:33]1)=[C:24]=S. The catalyst is C1COCC1. The product is [F:22][C:16]1[CH:17]=[CH:18][CH:19]=[C:20]([F:21])[C:15]=1[C:12]1[CH:13]=[CH:14][C:9]2[N:10]([C:24]([NH:23][C:26]3[CH:27]=[N:28][CH:29]=[CH:30][C:31]=3[N:32]3[CH:37]([CH3:38])[CH2:36][CH2:35][CH:34]([NH:39][C:40](=[O:46])[O:41][C:42]([CH3:45])([CH3:44])[CH3:43])[CH2:33]3)=[N:5][CH:8]=2)[N:11]=1. The yield is 0.0600.